This data is from Catalyst prediction with 721,799 reactions and 888 catalyst types from USPTO. The task is: Predict which catalyst facilitates the given reaction. (1) Reactant: Br[C:2]1[CH:3]=[C:4]2[C:8](=[C:9]([C:11]([NH2:13])=[O:12])[CH:10]=1)[NH:7][CH:6]=[C:5]2[CH:14]1[CH2:18][CH2:17][S:16](=[O:20])(=[O:19])[CH2:15]1.CC1(C)C(C)(C)OB([C:29]2[CH:30]=[C:31]([CH2:34][N:35]3[CH2:38][CH2:37][CH2:36]3)[S:32][CH:33]=2)O1.C(=O)([O-])[O-].[K+].[K+]. Product: [N:35]1([CH2:34][C:31]2[S:32][CH:33]=[C:29]([C:2]3[CH:3]=[C:4]4[C:8](=[C:9]([C:11]([NH2:13])=[O:12])[CH:10]=3)[NH:7][CH:6]=[C:5]4[CH:14]3[CH2:18][CH2:17][S:16](=[O:20])(=[O:19])[CH2:15]3)[CH:30]=2)[CH2:38][CH2:37][CH2:36]1. The catalyst class is: 117. (2) Reactant: I[C:2]1[C:10]2[C:5](=[N:6][CH:7]=[N:8][C:9]=2[NH2:11])[N:4]([C@H:12]2[CH2:17][CH2:16][C@H:15]([N:18]3[CH2:23][CH2:22][N:21]([CH3:24])[CH2:20][CH2:19]3)[CH2:14][CH2:13]2)[N:3]=1.[CH3:25][O:26][C:27]1[CH:28]=[C:29](B(O)O)[CH:30]=[CH:31][C:32]=1[NH:33][C:34](=[O:43])[CH2:35][CH2:36][C:37]1[CH:42]=[CH:41][CH:40]=[CH:39][CH:38]=1.C(=O)([O-])[O-].[Na+].[Na+]. Product: [NH2:11][C:9]1[N:8]=[CH:7][N:6]=[C:5]2[N:4]([C@H:12]3[CH2:17][CH2:16][C@H:15]([N:18]4[CH2:23][CH2:22][N:21]([CH3:24])[CH2:20][CH2:19]4)[CH2:14][CH2:13]3)[N:3]=[C:2]([C:29]3[CH:30]=[CH:31][C:32]([NH:33][C:34](=[O:43])[CH2:35][CH2:36][C:37]4[CH:38]=[CH:39][CH:40]=[CH:41][CH:42]=4)=[C:27]([O:26][CH3:25])[CH:28]=3)[C:10]=12. The catalyst class is: 108. (3) Reactant: C(=O)([O-])[O-].[K+].[K+].Br[CH2:8][CH2:9][CH2:10][Cl:11].FC(F)(F)C(O)=O.[Cl:19][C:20]1[CH:21]=[C:22]([CH:41]=[CH:42][C:43]=1[F:44])[NH:23][C:24]1[C:33]2[C:28](=[CH:29][C:30]([OH:40])=[CH:31][C:32]=2[O:34][CH:35]2[CH2:39][CH2:38][O:37][CH2:36]2)[N:27]=[CH:26][N:25]=1. Product: [Cl:19][C:20]1[CH:21]=[C:22]([CH:41]=[CH:42][C:43]=1[F:44])[NH:23][C:24]1[C:33]2[C:28](=[CH:29][C:30]([O:40][CH2:8][CH2:9][CH2:10][Cl:11])=[CH:31][C:32]=2[O:34][CH:35]2[CH2:39][CH2:38][O:37][CH2:36]2)[N:27]=[CH:26][N:25]=1. The catalyst class is: 3. (4) Reactant: [Cl:1][C:2]1[CH:7]=[CH:6][C:5]([S:8]([N:11]2[CH2:16][CH2:15][CH2:14][C@@H:13]([NH:17][C:18]3[N:23]=[C:22]([C:24]4[N:31]5[C:27]([S:28][CH:29]=[CH:30]5)=[N:26][C:25]=4[C:32]4[CH:37]=[CH:36][CH:35]=[C:34]([N+:38]([O-])=O)[CH:33]=4)[CH:21]=[CH:20][N:19]=3)[CH2:12]2)(=[O:10])=[O:9])=[CH:4][CH:3]=1.Cl. Product: [NH2:38][C:34]1[CH:33]=[C:32]([C:25]2[N:26]=[C:27]3[N:31]([C:24]=2[C:22]2[CH:21]=[CH:20][N:19]=[C:18]([NH:17][C@@H:13]4[CH2:14][CH2:15][CH2:16][N:11]([S:8]([C:5]5[CH:4]=[CH:3][C:2]([Cl:1])=[CH:7][CH:6]=5)(=[O:10])=[O:9])[CH2:12]4)[N:23]=2)[CH:30]=[CH:29][S:28]3)[CH:37]=[CH:36][CH:35]=1. The catalyst class is: 40. (5) The catalyst class is: 266. Product: [Br:11][C:8]1[CH:9]=[CH:10][C:5]([C:3](=[O:4])[CH2:2][N:13]2[CH2:18][CH2:17][O:16][CH2:15][CH2:14]2)=[CH:6][C:7]=1[F:12]. Reactant: Br[CH2:2][C:3]([C:5]1[CH:10]=[CH:9][C:8]([Br:11])=[C:7]([F:12])[CH:6]=1)=[O:4].[NH:13]1[CH2:18][CH2:17][O:16][CH2:15][CH2:14]1.